This data is from Forward reaction prediction with 1.9M reactions from USPTO patents (1976-2016). The task is: Predict the product of the given reaction. (1) Given the reactants [F:1][C:2]1[C:11]([F:12])=[C:10]([F:13])[CH:9]=[C:8]2[C:3]=1[CH:4]=[CH:5][C:6]([OH:14])=[CH:7]2.N1C=CC=CC=1.[F:21][C:22]([F:35])([F:34])[S:23](O[S:23]([C:22]([F:35])([F:34])[F:21])(=[O:25])=[O:24])(=[O:25])=[O:24].Cl, predict the reaction product. The product is: [F:21][C:22]([F:35])([F:34])[S:23]([O:14][C:6]1[CH:5]=[CH:4][C:3]2[C:8](=[CH:9][C:10]([F:13])=[C:11]([F:12])[C:2]=2[F:1])[CH:7]=1)(=[O:25])=[O:24]. (2) Given the reactants [N:1]1([C:7]([N:9]2[CH2:14][CH:13]([C:15]3[CH:20]=[CH:19][C:18]([C:21]([F:24])([F:23])[F:22])=[CH:17][CH:16]=3)[CH2:12][CH:11]([C:25]([OH:27])=O)[CH2:10]2)=[O:8])[CH2:6][CH2:5][O:4][CH2:3][CH2:2]1.O[N:29]=[C:30]([NH2:35])[C:31]([CH3:34])([CH3:33])[CH3:32], predict the reaction product. The product is: [C:31]([C:30]1[N:35]=[C:25]([CH:11]2[CH2:12][CH:13]([C:15]3[CH:16]=[CH:17][C:18]([C:21]([F:23])([F:22])[F:24])=[CH:19][CH:20]=3)[CH2:14][N:9]([C:7]([N:1]3[CH2:2][CH2:3][O:4][CH2:5][CH2:6]3)=[O:8])[CH2:10]2)[O:27][N:29]=1)([CH3:34])([CH3:33])[CH3:32]. (3) Given the reactants C(=O)([O-])[O-].[Cs+].[Cs+].[OH:7][C:8]1[CH:9]=[C:10]([C:14]([N:16]2[CH2:21][CH2:20][N:19]([C:22]3[CH:27]=[CH:26][CH:25]=[CH:24][N:23]=3)[CH2:18][CH2:17]2)=[O:15])[CH:11]=[CH:12][CH:13]=1.Br[CH2:29][C:30]1[CH:35]=[CH:34][CH:33]=[CH:32][CH:31]=1, predict the reaction product. The product is: [CH2:29]([O:7][C:8]1[CH:9]=[C:10]([CH:11]=[CH:12][CH:13]=1)[C:14]([N:16]1[CH2:17][CH2:18][N:19]([C:22]2[CH:27]=[CH:26][CH:25]=[CH:24][N:23]=2)[CH2:20][CH2:21]1)=[O:15])[C:30]1[CH:35]=[CH:34][CH:33]=[CH:32][CH:31]=1. (4) Given the reactants [H-].[Na+].[CH3:3][O:4][C:5]1[CH:21]=[C:20]([O:22][CH3:23])[CH:19]=[CH:18][C:6]=1[CH2:7][N:8]1[C:12](=[O:13])[CH2:11][CH:10]([C:14]([O:16][CH3:17])=[O:15])[CH2:9]1.[CH3:24]I, predict the reaction product. The product is: [CH3:3][O:4][C:5]1[CH:21]=[C:20]([O:22][CH3:23])[CH:19]=[CH:18][C:6]=1[CH2:7][N:8]1[C:12](=[O:13])[CH2:11][C:10]([CH3:24])([C:14]([O:16][CH3:17])=[O:15])[CH2:9]1. (5) The product is: [Cl:9][C:10]1[C:11]([N:18]2[CH2:23][CH2:22][CH:21]([O:24][C:25]3[CH:30]=[CH:29][C:28]([N:31]4[CH:35]([CH2:8][C:6]([OH:5])=[O:7])[CH:34]([CH2:39][CH3:40])[C:33]([C:41]([F:44])([F:42])[F:43])=[N:32]4)=[CH:27][CH:26]=3)[CH:20]([CH3:45])[CH2:19]2)=[CH:12][C:13]([O:16][CH3:17])=[N:14][CH:15]=1. Given the reactants Cl.CO.C[O:5][C:6]([CH3:8])=[O:7].[Cl:9][C:10]1[C:11]([N:18]2[CH2:23][CH2:22][CH:21]([O:24][C:25]3[CH:30]=[CH:29][C:28]([N:31]4[CH:35](CC#N)[CH:34]([CH2:39][CH3:40])[C:33]([C:41]([F:44])([F:43])[F:42])=[N:32]4)=[CH:27][CH:26]=3)[CH:20]([CH3:45])[CH2:19]2)=[CH:12][C:13]([O:16][CH3:17])=[N:14][CH:15]=1.[Li+].[OH-].I, predict the reaction product. (6) Given the reactants [F:1][C:2]1[CH:3]=[C:4]2[C:8](=[CH:9][CH:10]=1)[N:7]([CH2:11][C:12]([O:14]C)=[O:13])[C:6]([CH3:16])=[C:5]2I.[CH2:18]([N:25]1[CH:34]=[C:33](B2OC(C)(C)C(C)(C)O2)[C:32]2[CH2:31][CH2:30][CH2:29][CH2:28][C:27]=2[C:26]1=[O:44])[C:19]1[CH:24]=[CH:23][CH:22]=[CH:21][CH:20]=1.O.[O-]P([O-])([O-])=O.[K+].[K+].[K+], predict the reaction product. The product is: [CH2:18]([N:25]1[CH:34]=[C:33]([C:5]2[C:4]3[C:8](=[CH:9][CH:10]=[C:2]([F:1])[CH:3]=3)[N:7]([CH2:11][C:12]([OH:14])=[O:13])[C:6]=2[CH3:16])[C:32]2[CH2:31][CH2:30][CH2:29][CH2:28][C:27]=2[C:26]1=[O:44])[C:19]1[CH:20]=[CH:21][CH:22]=[CH:23][CH:24]=1. (7) Given the reactants [N+:1]([C:4]1[CH:14]=[C:13]([C:15]([F:18])([F:17])[F:16])[CH:12]=[CH:11][C:5]=1[CH2:6][NH:7][CH2:8][CH2:9][OH:10])([O-:3])=[O:2].[N:19]#[C:20]Br, predict the reaction product. The product is: [N+:1]([C:4]1[CH:14]=[C:13]([C:15]([F:16])([F:17])[F:18])[CH:12]=[CH:11][C:5]=1[CH2:6][N:7]1[CH2:8][CH2:9][O:10][C:20]1=[NH:19])([O-:3])=[O:2]. (8) Given the reactants [Br:1][C:2]1[CH:3]=[CH:4][C:5](=[O:11])[N:6]([CH2:8][CH2:9]Br)[CH:7]=1.[CH3:12][O:13][C:14]1[CH:15]=[C:16]2[C:21](=[CH:22][C:23]=1[O:24][CH3:25])[N:20]=[CH:19][CH:18]=[C:17]2[OH:26].C(=O)([O-])[O-].[Cs+].[Cs+], predict the reaction product. The product is: [Br:1][C:2]1[CH:3]=[CH:4][C:5](=[O:11])[N:6]([CH2:8][CH2:9][N:20]2[C:21]3[C:16](=[CH:15][C:14]([O:13][CH3:12])=[C:23]([O:24][CH3:25])[CH:22]=3)[C:17](=[O:26])[CH:18]=[CH:19]2)[CH:7]=1.